This data is from Full USPTO retrosynthesis dataset with 1.9M reactions from patents (1976-2016). The task is: Predict the reactants needed to synthesize the given product. (1) Given the product [Br:22][C:5]1[C:4]([CH3:14])=[N:3][N:2]([CH3:1])[C:6]=1[C:7]1[CH:12]=[CH:11][C:10]([CH3:13])=[CH:9][CH:8]=1, predict the reactants needed to synthesize it. The reactants are: [CH3:1][N:2]1[C:6]([C:7]2[CH:12]=[CH:11][C:10]([CH3:13])=[CH:9][CH:8]=2)=[CH:5][C:4]([CH3:14])=[N:3]1.C1C(=O)N([Br:22])C(=O)C1.O. (2) Given the product [OH:16][C:15]1([CH3:17])[CH:14]([OH:18])[CH:13]([CH2:19][OH:20])[O:12][CH:11]1[N:8]1[C:4]2[N:5]=[CH:6][NH:7][C:2](=[O:24])[C:3]=2[CH:10]=[CH:9]1, predict the reactants needed to synthesize it. The reactants are: N[C:2]1[C:3]2[CH:10]=[CH:9][N:8]([CH:11]3[C:15]([CH3:17])([OH:16])[CH:14]([OH:18])[CH:13]([CH2:19][OH:20])[O:12]3)[C:4]=2[N:5]=[CH:6][N:7]=1.ClCC=[O:24]. (3) Given the product [Br:25][C:26]1[CH:34]=[CH:33][CH:32]=[CH:31][C:27]=1[C:28]([NH:1][C:2]1[CH:7]=[CH:6][C:5]([N:8]2[C:14](=[O:15])[CH2:13][C:12](=[O:16])[NH:11][C:10]3[C:17]4[C:22]([CH:23]=[CH:24][C:9]2=3)=[CH:21][CH:20]=[CH:19][CH:18]=4)=[CH:4][CH:3]=1)=[O:29], predict the reactants needed to synthesize it. The reactants are: [NH2:1][C:2]1[CH:7]=[CH:6][C:5]([N:8]2[C:14](=[O:15])[CH2:13][C:12](=[O:16])[NH:11][C:10]3[C:17]4[C:22]([CH:23]=[CH:24][C:9]2=3)=[CH:21][CH:20]=[CH:19][CH:18]=4)=[CH:4][CH:3]=1.[Br:25][C:26]1[CH:34]=[CH:33][CH:32]=[CH:31][C:27]=1[C:28](Cl)=[O:29].C(NCC1C=CC(N2C(=O)CC(=O)NC3C4C(C=CC2=3)=CC=CC=4)=CC=1)(=O)C1C=CC=CC=1. (4) Given the product [NH2:3][CH:4]1[C:13]2[C:8](=[CH:9][CH:10]=[CH:11][CH:12]=2)[O:7][CH:6]([CH:14]2[CH2:15][CH:16]([C:18]([O:20][CH2:21][CH3:22])=[O:19])[CH2:17]2)[CH2:5]1, predict the reactants needed to synthesize it. The reactants are: CO[N:3]=[C:4]1[C:13]2[C:8](=[CH:9][CH:10]=[CH:11][CH:12]=2)[O:7][CH:6]([CH:14]2[CH2:17][CH:16]([C:18]([O:20][CH2:21][CH3:22])=[O:19])[CH2:15]2)[CH2:5]1.O. (5) The reactants are: S(Cl)([Cl:3])=O.[Br:5][C:6]1[CH:7]=[CH:8][C:9]([F:23])=[C:10]([C:12]2[NH:21][C:20](=O)[C:19]3[C:14](=[N:15][CH:16]=[CH:17][N:18]=3)[N:13]=2)[CH:11]=1. Given the product [Br:5][C:6]1[CH:7]=[CH:8][C:9]([F:23])=[C:10]([C:12]2[N:21]=[C:20]([Cl:3])[C:19]3[C:14](=[N:15][CH:16]=[CH:17][N:18]=3)[N:13]=2)[CH:11]=1, predict the reactants needed to synthesize it. (6) Given the product [CH2:14]([O:13][CH2:12][CH2:11][N:10]1[C:3]2[C:2]([NH:25][C:24]3[CH:26]=[CH:27][C:28]([O:29][C:30]4[CH:31]=[N:32][C:33]([CH3:36])=[CH:34][CH:35]=4)=[C:22]([CH3:21])[CH:23]=3)=[N:7][CH:6]=[N:5][C:4]=2[CH:8]=[C:9]1[C:16]1[O:17][CH:18]=[CH:19][CH:20]=1)[CH3:15], predict the reactants needed to synthesize it. The reactants are: Cl[C:2]1[C:3]2[N:10]([CH2:11][CH2:12][O:13][CH2:14][CH3:15])[C:9]([C:16]3[O:17][CH:18]=[CH:19][CH:20]=3)=[CH:8][C:4]=2[N:5]=[CH:6][N:7]=1.[CH3:21][C:22]1[CH:23]=[C:24]([CH:26]=[CH:27][C:28]=1[O:29][C:30]1[CH:31]=[N:32][C:33]([CH3:36])=[CH:34][CH:35]=1)[NH2:25].CN1CCCC1=O.C(=O)([O-])O.[Na+]. (7) Given the product [C:1]([N:4]([C:28]1[CH:29]=[CH:30][C:31]([Cl:34])=[CH:32][CH:33]=1)[C@H:5]1[C:14]2[C:9](=[CH:10][CH:11]=[CH:12][CH:13]=2)[N:8]([C:15]([C:17]2[CH:18]=[C:19]([CH:24]=[CH:25][CH:26]=2)[C:20]([OH:22])=[O:21])=[O:16])[C@@H:7]([CH3:27])[CH2:6]1)(=[O:3])[CH3:2], predict the reactants needed to synthesize it. The reactants are: [C:1]([N:4]([C:28]1[CH:33]=[CH:32][C:31]([Cl:34])=[CH:30][CH:29]=1)[C@H:5]1[C:14]2[C:9](=[CH:10][CH:11]=[CH:12][CH:13]=2)[N:8]([C:15]([C:17]2[CH:18]=[C:19]([CH:24]=[CH:25][CH:26]=2)[C:20]([O:22]C)=[O:21])=[O:16])[C@@H:7]([CH3:27])[CH2:6]1)(=[O:3])[CH3:2].[OH-].[Li+].O.CO. (8) Given the product [Si:1]([O:8][CH2:9][C@H:10]1[N:11]([C:15]([O:17][C:18]([CH3:21])([CH3:20])[CH3:19])=[O:16])[CH2:12][C@H:13]2[C@@H:14]1[C:22]2([Cl:24])[Cl:23])([C:4]([CH3:7])([CH3:6])[CH3:5])([CH3:3])[CH3:2], predict the reactants needed to synthesize it. The reactants are: [Si:1]([O:8][CH2:9][C@@H:10]1[CH:14]=[CH:13][CH2:12][N:11]1[C:15]([O:17][C:18]([CH3:21])([CH3:20])[CH3:19])=[O:16])([C:4]([CH3:7])([CH3:6])[CH3:5])([CH3:3])[CH3:2].[CH:22](Cl)([Cl:24])[Cl:23]. (9) Given the product [CH3:1][C:2]1[CH:7]=[C:6]([CH3:8])[CH:5]=[CH:4][C:3]=1[C:9]1[C:10]2[C:17]([C:18]([NH2:20])=[O:19])=[CH:16][NH:15][C:11]=2[N:12]=[CH:13][N:14]=1, predict the reactants needed to synthesize it. The reactants are: [CH3:1][C:2]1[CH:7]=[C:6]([CH3:8])[CH:5]=[CH:4][C:3]=1[C:9]1[C:10]2[C:17]([C:18]([NH2:20])=[O:19])=[CH:16][N:15](COCC[Si](C)(C)C)[C:11]=2[N:12]=[CH:13][N:14]=1.CCCC[N+](CCCC)(CCCC)CCCC.[F-].C(N)CN. (10) Given the product [Cl:1][C:2]1[CH:7]=[CH:6][C:5]([C@@:8]2([CH3:38])[C@:12]([C:14]3[CH:15]=[CH:16][C:17]([Cl:20])=[CH:18][CH:19]=3)([CH3:13])[N:11]([C:21]([N:51]3[CH2:52][CH2:53][N:48]([CH2:47][CH2:46][CH2:45][S:42]([CH3:41])(=[O:43])=[O:44])[CH2:49][CH2:50]3)=[O:22])[C:10]([C:24]3[CH:29]=[CH:28][C:27]([S:30]([CH2:33][CH3:34])(=[O:31])=[O:32])=[CH:26][C:25]=3[O:35][CH2:36][CH3:37])=[N:9]2)=[CH:4][CH:3]=1, predict the reactants needed to synthesize it. The reactants are: [Cl:1][C:2]1[CH:7]=[CH:6][C:5]([C:8]2([CH3:38])[C:12]([C:14]3[CH:19]=[CH:18][C:17]([Cl:20])=[CH:16][CH:15]=3)([CH3:13])[N:11]([C:21](Cl)=[O:22])[C:10]([C:24]3[CH:29]=[CH:28][C:27]([S:30]([CH2:33][CH3:34])(=[O:32])=[O:31])=[CH:26][C:25]=3[O:35][CH2:36][CH3:37])=[N:9]2)=[CH:4][CH:3]=1.Cl.Cl.[CH3:41][S:42]([CH2:45][CH2:46][CH2:47][N:48]1[CH2:53][CH2:52][NH:51][CH2:50][CH2:49]1)(=[O:44])=[O:43].